This data is from Full USPTO retrosynthesis dataset with 1.9M reactions from patents (1976-2016). The task is: Predict the reactants needed to synthesize the given product. Given the product [CH2:14]([O:13][C:11]1[CH:12]=[C:7]2[C:8](=[C:9]([Br:15])[CH:10]=1)[O:16][C:4](=[O:17])[CH:5]=[CH:6]2)[C:25]1[CH:30]=[CH:29][CH:28]=[CH:27][CH:26]=1, predict the reactants needed to synthesize it. The reactants are: C(O[C:4](=[O:17])/[CH:5]=[CH:6]/[C:7]1[CH:12]=[C:11]([O:13][CH3:14])[CH:10]=[C:9]([Br:15])[C:8]=1[OH:16])C.C([O-])([O-])=O.[K+].[K+].C(Br)[C:25]1[CH:30]=[CH:29][CH:28]=[CH:27][CH:26]=1.